This data is from Forward reaction prediction with 1.9M reactions from USPTO patents (1976-2016). The task is: Predict the product of the given reaction. (1) The product is: [Cl:17][C:18]1[C:19]([O:55][C@H:52]2[CH2:53][CH2:54][C@H:49]([C:48]([F:47])([F:56])[F:57])[CH2:50][CH2:51]2)=[CH:20][C:21]([F:33])=[C:22]([CH:32]=1)[C:23]([NH:25][S:26](=[O:31])(=[O:30])[N:27]([CH3:29])[CH3:28])=[O:24]. Given the reactants ClC1C(F)=CC(F)=C(C=1)C(NS(C)(=O)=O)=O.[Cl:17][C:18]1[C:19](F)=[CH:20][C:21]([F:33])=[C:22]([CH:32]=1)[C:23]([NH:25][S:26](=[O:31])(=[O:30])[N:27]([CH3:29])[CH3:28])=[O:24].C12(CO)CC3CC(CC(C3)C1)C2.[F:47][C:48]([F:57])([F:56])[CH:49]1[CH2:54][CH2:53][CH:52]([OH:55])[CH2:51][CH2:50]1, predict the reaction product. (2) Given the reactants [OH-].[Na+].[NH2:3][C@@H:4]([C:7]([OH:9])=[O:8])[CH2:5][OH:6].[C:10]([O:14][C:15](O[C:15]([O:14][C:10]([CH3:13])([CH3:12])[CH3:11])=[O:16])=[O:16])([CH3:13])([CH3:12])[CH3:11], predict the reaction product. The product is: [C:10]([O:14][C:15]([NH:3][C@H:4]([CH2:5][OH:6])[C:7]([OH:9])=[O:8])=[O:16])([CH3:13])([CH3:12])[CH3:11]. (3) Given the reactants [O:1]1[CH2:6][CH2:5][CH:4]([CH2:7][CH2:8][O:9][C:10]2[CH:18]=[CH:17][C:13]([C:14]([OH:16])=O)=[CH:12][CH:11]=2)[CH2:3][CH2:2]1.[OH:19][C:20]12[CH2:29][CH:24]3[CH2:25][CH:26]([CH2:28][CH:22]([CH:23]3[NH:30][CH3:31])[CH2:21]1)[CH2:27]2, predict the reaction product. The product is: [OH:19][C:20]12[CH2:29][CH:24]3[CH2:25][CH:26]([CH2:28][CH:22]([CH:23]3[N:30]([CH3:31])[C:14](=[O:16])[C:13]3[CH:12]=[CH:11][C:10]([O:9][CH2:8][CH2:7][CH:4]4[CH2:3][CH2:2][O:1][CH2:6][CH2:5]4)=[CH:18][CH:17]=3)[CH2:21]1)[CH2:27]2. (4) Given the reactants C([O:3][C:4]([C:6]1[S:10][C:9]([C:11]2[CH:16]=[CH:15][C:14]([C:17]([F:20])([F:19])[F:18])=[CH:13][CH:12]=2)=[N:8][C:7]=1[CH:21]([CH3:23])[CH3:22])=[O:5])C.[OH-].[Na+].Cl, predict the reaction product. The product is: [CH:21]([C:7]1[N:8]=[C:9]([C:11]2[CH:16]=[CH:15][C:14]([C:17]([F:19])([F:20])[F:18])=[CH:13][CH:12]=2)[S:10][C:6]=1[C:4]([OH:5])=[O:3])([CH3:23])[CH3:22]. (5) Given the reactants Cl.[NH:2]1[C:10]2[C:5](=[CH:6][CH:7]=[CH:8][C:9]=2[C:11]([NH:13][C@H:14]([C:16]2[CH:25]=[CH:24][C:19]([C:20]([O:22][CH3:23])=[O:21])=[CH:18][CH:17]=2)[CH3:15])=[O:12])[CH2:4][CH2:3]1.C(=O)([O-])[O-].[K+].[K+].CN(C=O)C.[Cl:37][C:38]1[CH:45]=[CH:44][C:41]([CH2:42]Br)=[CH:40][CH:39]=1, predict the reaction product. The product is: [Cl:37][C:38]1[CH:45]=[CH:44][C:41]([CH2:42][N:2]2[C:10]3[C:5](=[CH:6][CH:7]=[CH:8][C:9]=3[C:11]([NH:13][C@H:14]([C:16]3[CH:17]=[CH:18][C:19]([C:20]([O:22][CH3:23])=[O:21])=[CH:24][CH:25]=3)[CH3:15])=[O:12])[CH2:4][CH2:3]2)=[CH:40][CH:39]=1. (6) Given the reactants [C:1]([C:3]1[C:4]([S:9]CCC(OC)=O)=[N:5][CH:6]=[CH:7][CH:8]=1)#[N:2].[H-].[Na+], predict the reaction product. The product is: [S:9]=[C:4]1[C:3]([C:1]#[N:2])=[CH:8][CH:7]=[CH:6][NH:5]1. (7) Given the reactants [Br:1][C:2]1[CH:3]=[N:4][C:5]2[N:6]([N:8]=[C:9]([C:11]([OH:13])=O)[CH:10]=2)[CH:7]=1.[C:14]1([CH3:26])[CH:19]=[CH:18][C:17]([C:20]2[CH2:21][CH2:22][NH:23][CH2:24][CH:25]=2)=[CH:16][CH:15]=1, predict the reaction product. The product is: [Br:1][C:2]1[CH:3]=[N:4][C:5]2[N:6]([N:8]=[C:9]([C:11]([N:23]3[CH2:22][CH:21]=[C:20]([C:17]4[CH:16]=[CH:15][C:14]([CH3:26])=[CH:19][CH:18]=4)[CH2:25][CH2:24]3)=[O:13])[CH:10]=2)[CH:7]=1.